From a dataset of Reaction yield outcomes from USPTO patents with 853,638 reactions. Predict the reaction yield, written as a fraction of the theoretical maximum amount of product (1.0 means a 100% yield; for example, 0.34 means a 34% yield). The reactants are Br[C:2]1[CH:10]=[C:9]([C:11]([CH3:14])([CH3:13])[CH3:12])[CH:8]=[CH:7][C:3]=1[C:4]([OH:6])=[O:5].[Cl:15][C:16]1[CH:21]=[C:20]([F:22])[CH:19]=[CH:18][C:17]=1[OH:23].C([O-])([O-])=O.[Cs+].[Cs+]. The catalyst is C1(C)C=CC=CC=1. The product is [C:11]([C:9]1[CH:8]=[CH:7][C:3]([C:4]([OH:6])=[O:5])=[C:2]([O:23][C:17]2[CH:18]=[CH:19][C:20]([F:22])=[CH:21][C:16]=2[Cl:15])[CH:10]=1)([CH3:14])([CH3:13])[CH3:12]. The yield is 0.720.